Dataset: Forward reaction prediction with 1.9M reactions from USPTO patents (1976-2016). Task: Predict the product of the given reaction. (1) Given the reactants [N+:1]([C:4]1[C:12]2[C:7](=[CH:8][CH:9]=[CH:10][CH:11]=2)[N:6]([CH2:13][C:14]([O:16][CH2:17][CH3:18])=[O:15])[CH:5]=1)([O-])=O.[C:19](O[C:19]([O:21][C:22]([CH3:25])([CH3:24])[CH3:23])=[O:20])([O:21][C:22]([CH3:25])([CH3:24])[CH3:23])=[O:20], predict the reaction product. The product is: [C:22]([O:21][C:19]([NH:1][C:4]1[C:12]2[C:7](=[CH:8][CH:9]=[CH:10][CH:11]=2)[N:6]([CH2:13][C:14]([O:16][CH2:17][CH3:18])=[O:15])[CH:5]=1)=[O:20])([CH3:25])([CH3:24])[CH3:23]. (2) Given the reactants [CH2:1]([C:8]1[CH:26]=[CH:25][C:11]([CH2:12][NH:13][C:14]2[CH:15]=[CH:16][C:17]([OH:24])=[C:18]([CH:23]=2)[C:19]([O:21][CH3:22])=[O:20])=[CH:10][CH:9]=1)[CH2:2][CH2:3][CH2:4][CH2:5][CH2:6][CH3:7].[C:27](Cl)(=[O:34])[C:28]1[CH:33]=[CH:32][CH:31]=[N:30][CH:29]=1.C1(C2C=CC(CN(C3C=CC(O)=C(C=3)C(OC)=O)C(=O)C3C=CC(OC4C=CC=CC=4)=CC=3)=CC=2)CCCCC1, predict the reaction product. The product is: [CH2:1]([C:8]1[CH:26]=[CH:25][C:11]([CH2:12][N:13]([C:14]2[CH:15]=[CH:16][C:17]([OH:24])=[C:18]([CH:23]=2)[C:19]([O:21][CH3:22])=[O:20])[C:27](=[O:34])[C:28]2[CH:33]=[CH:32][CH:31]=[N:30][CH:29]=2)=[CH:10][CH:9]=1)[CH2:2][CH2:3][CH2:4][CH2:5][CH2:6][CH3:7]. (3) Given the reactants Cl[C:2]1[N:7]=[C:6]([C:8]2[CH:9]=[N:10][N:11]([CH3:21])[C:12]=2[C:13]2[CH:18]=[CH:17][C:16]([Cl:19])=[CH:15][C:14]=2[Cl:20])[CH:5]=[CH:4][N:3]=1.[CH3:22][O:23][C:24]1[CH:25]=[C:26]([NH2:32])[CH:27]=[CH:28][C:29]=1[O:30][CH3:31], predict the reaction product. The product is: [Cl:20][C:14]1[CH:15]=[C:16]([Cl:19])[CH:17]=[CH:18][C:13]=1[C:12]1[N:11]([CH3:21])[N:10]=[CH:9][C:8]=1[C:6]1[CH:5]=[CH:4][N:3]=[C:2]([NH:32][C:26]2[CH:27]=[CH:28][C:29]([O:30][CH3:31])=[C:24]([O:23][CH3:22])[CH:25]=2)[N:7]=1.